This data is from Peptide-MHC class I binding affinity with 185,985 pairs from IEDB/IMGT. The task is: Regression. Given a peptide amino acid sequence and an MHC pseudo amino acid sequence, predict their binding affinity value. This is MHC class I binding data. (1) The peptide sequence is RRTPKKAK. The MHC is Mamu-B08 with pseudo-sequence Mamu-B08. The binding affinity (normalized) is 0.318. (2) The peptide sequence is SIMSMMNIT. The MHC is HLA-A02:03 with pseudo-sequence HLA-A02:03. The binding affinity (normalized) is 0.397. (3) The peptide sequence is ASIFWGMV. The MHC is H-2-Kb with pseudo-sequence H-2-Kb. The binding affinity (normalized) is 0.186. (4) The binding affinity (normalized) is 0.588. The MHC is HLA-A02:02 with pseudo-sequence HLA-A02:02. The peptide sequence is KMIYDLNAVT. (5) The peptide sequence is CHKGWGVSV. The MHC is HLA-B15:01 with pseudo-sequence HLA-B15:01. The binding affinity (normalized) is 0.0847. (6) The peptide sequence is LTDTIESAK. The MHC is HLA-A33:01 with pseudo-sequence HLA-A33:01. The binding affinity (normalized) is 0.897. (7) The peptide sequence is CVGDHQAAM. The MHC is HLA-A02:03 with pseudo-sequence HLA-A02:03. The binding affinity (normalized) is 0.221.